From a dataset of Forward reaction prediction with 1.9M reactions from USPTO patents (1976-2016). Predict the product of the given reaction. (1) Given the reactants [Cl:1][C:2]1[N:10]=[C:9]2[C:5]([N:6]=[CH:7][N:8]2[CH2:11][O:12][CH2:13][CH2:14][Si:15]([CH3:18])([CH3:17])[CH3:16])=[C:4](Cl)[N:3]=1.C([Sn](CCCC)(CCCC)[C:25]1[O:26][CH:27]=[CH:28][CH:29]=1)CCC, predict the reaction product. The product is: [Cl:1][C:2]1[N:10]=[C:9]2[C:5]([N:6]=[CH:7][N:8]2[CH2:11][O:12][CH2:13][CH2:14][Si:15]([CH3:18])([CH3:17])[CH3:16])=[C:4]([C:25]2[O:26][CH:27]=[CH:28][CH:29]=2)[N:3]=1. (2) Given the reactants CS(C)=O.C(Cl)(=O)C(Cl)=O.[Br:11][C:12]1[CH:17]=[CH:16][C:15]([C:18]2([CH2:21][OH:22])[CH2:20][CH2:19]2)=[CH:14][CH:13]=1.C(N(CC)CC)C, predict the reaction product. The product is: [Br:11][C:12]1[CH:13]=[CH:14][C:15]([C:18]2([CH:21]=[O:22])[CH2:19][CH2:20]2)=[CH:16][CH:17]=1. (3) Given the reactants CS(O)(=O)=O.[CH2:6]([C:8]1([CH2:20][C:21]([OH:23])=[O:22])[CH2:17][CH2:16][C:15]2[C:10](=[CH:11][CH:12]=[C:13]([OH:18])[CH:14]=2)[C:9]1=[O:19])[CH3:7].[CH2:24](O)[CH3:25], predict the reaction product. The product is: [CH2:6]([C:8]1([CH2:20][C:21]([O:23][CH2:24][CH3:25])=[O:22])[CH2:17][CH2:16][C:15]2[C:10](=[CH:11][CH:12]=[C:13]([OH:18])[CH:14]=2)[C:9]1=[O:19])[CH3:7]. (4) Given the reactants [H-].[Na+].[CH3:3]N(C)C=O.[CH2:8]([NH:10][C:11]1[CH:16]=[CH:15][CH:14]=[CH:13][C:12]=1[C:17]1[CH:26]=[CH:25][C:20]([C:21]([O:23][CH3:24])=[O:22])=[C:19]([N+:27]([O-:29])=[O:28])[CH:18]=1)[CH3:9].CI, predict the reaction product. The product is: [CH2:8]([N:10]([CH3:3])[C:11]1[CH:16]=[CH:15][CH:14]=[CH:13][C:12]=1[C:17]1[CH:26]=[CH:25][C:20]([C:21]([O:23][CH3:24])=[O:22])=[C:19]([N+:27]([O-:29])=[O:28])[CH:18]=1)[CH3:9].